From a dataset of Catalyst prediction with 721,799 reactions and 888 catalyst types from USPTO. Predict which catalyst facilitates the given reaction. (1) Reactant: [Br:1][C:2]1[CH:7]=[C:6]([Cl:8])[CH:5]=[CH:4][C:3]=1[C:9]1[C:18]2[C:13](=[CH:14][C:15]([S:19](OC3C(F)=C(F)C(F)=C(F)C=3F)(=[O:21])=[O:20])=[CH:16][CH:17]=2)[CH:12]=[CH:11][N:10]=1.[O:34]1[CH:38]=[CH:37][C:36]([NH2:39])=[N:35]1.C[Si]([N-][Si](C)(C)C)(C)C.[Li+]. Product: [Br:1][C:2]1[CH:7]=[C:6]([Cl:8])[CH:5]=[CH:4][C:3]=1[C:9]1[C:18]2[C:13](=[CH:14][C:15]([S:19]([NH:39][C:36]3[CH:37]=[CH:38][O:34][N:35]=3)(=[O:20])=[O:21])=[CH:16][CH:17]=2)[CH:12]=[CH:11][N:10]=1. The catalyst class is: 1. (2) Reactant: [N:1]1[CH:6]=[CH:5][CH:4]=[C:3]([C:7]#[C:8][CH2:9][CH2:10][CH2:11][OH:12])[CH:2]=1.[C:13](O)(=[O:15])[CH3:14]. Product: [C:13]([O:12][CH2:11][CH2:10][CH2:9][CH2:8][CH2:7][CH:3]1[CH2:4][CH2:5][CH2:6][NH:1][CH2:2]1)(=[O:15])[CH3:14]. The catalyst class is: 5. (3) Reactant: [Br:1][C:2]1[CH:3]=[C:4]2[C:8](=[CH:9][CH:10]=1)[NH:7][C:6](=[O:11])[C:5]2=O.C(O)(=O)[CH2:14][C:15]([OH:17])=[O:16]. Product: [Br:1][C:2]1[CH:3]=[C:4]2[C:8](=[CH:9][CH:10]=1)[N:7]=[C:6]([OH:11])[CH:5]=[C:14]2[C:15]([OH:17])=[O:16]. The catalyst class is: 1. (4) Reactant: [CH3:1][O:2][CH2:3][CH2:4][NH:5][C:6]1[CH:15]=[CH:14][C:9]([C:10]([O:12][CH3:13])=[O:11])=[C:8]([CH3:16])[C:7]=1[N+:17]([O-])=O. Product: [NH2:17][C:7]1[C:8]([CH3:16])=[C:9]([CH:14]=[CH:15][C:6]=1[NH:5][CH2:4][CH2:3][O:2][CH3:1])[C:10]([O:12][CH3:13])=[O:11]. The catalyst class is: 36. (5) Reactant: [CH:1]1([S:4]([C:7]2[CH:12]=[CH:11][C:10]([CH:13]([O:17][CH:18]3[CH2:23][CH2:22][O:21][CH2:20][CH2:19]3)[C:14](O)=[O:15])=[CH:9][CH:8]=2)(=[O:6])=[O:5])[CH2:3][CH2:2]1.[CH3:24][O:25][C:26](=[O:40])[C:27]1[CH:32]=[CH:31][C:30]([O:33][C:34]2[S:38][C:37]([NH2:39])=[N:36][CH:35]=2)=[CH:29][CH:28]=1.C1C=CC2N(O)N=NC=2C=1.CCN=C=NCCCN(C)C.CN1CCOCC1. Product: [CH3:24][O:25][C:26](=[O:40])[C:27]1[CH:28]=[CH:29][C:30]([O:33][C:34]2[S:38][C:37]([NH:39][C:14](=[O:15])[CH:13]([C:10]3[CH:9]=[CH:8][C:7]([S:4]([CH:1]4[CH2:2][CH2:3]4)(=[O:5])=[O:6])=[CH:12][CH:11]=3)[O:17][CH:18]3[CH2:19][CH2:20][O:21][CH2:22][CH2:23]3)=[N:36][CH:35]=2)=[CH:31][CH:32]=1. The catalyst class is: 3. (6) Reactant: Cl[C:2]1[CH:7]=[C:6]([N:8]2[CH:12]=[C:11]([C:13]3[N:17]=[CH:16][N:15]([CH2:18][O:19][CH2:20][CH2:21][Si:22]([CH3:25])([CH3:24])[CH3:23])[N:14]=3)[C:10]([C:26]3[CH:31]=[CH:30][CH:29]=[CH:28][C:27]=3[Cl:32])=[N:9]2)[CH:5]=[CH:4][N:3]=1.[C:33]([NH2:36])(=[O:35])[CH3:34].CC1(C)C2C(=C(P(C3C=CC=CC=3)C3C=CC=CC=3)C=CC=2)OC2C(P(C3C=CC=CC=3)C3C=CC=CC=3)=CC=CC1=2.C(=O)([O-])[O-].[Cs+].[Cs+]. Product: [Cl:32][C:27]1[CH:28]=[CH:29][CH:30]=[CH:31][C:26]=1[C:10]1[C:11]([C:13]2[N:17]=[CH:16][N:15]([CH2:18][O:19][CH2:20][CH2:21][Si:22]([CH3:25])([CH3:24])[CH3:23])[N:14]=2)=[CH:12][N:8]([C:6]2[CH:5]=[CH:4][N:3]=[C:2]([NH:36][C:33](=[O:35])[CH3:34])[CH:7]=2)[N:9]=1. The catalyst class is: 62. (7) Reactant: [Al+3].[Cl-].[Cl-].[Cl-].Cl[C:6](=[O:12])[C:7]([O:9][CH2:10][CH3:11])=[O:8].[C:13]1([S:19][CH:20]2[CH2:22][CH2:21]2)[CH:18]=[CH:17][CH:16]=[CH:15][CH:14]=1. Product: [CH:20]1([S:19][C:13]2[CH:18]=[CH:17][C:16]([C:6](=[O:12])[C:7]([O:9][CH2:10][CH3:11])=[O:8])=[CH:15][CH:14]=2)[CH2:22][CH2:21]1. The catalyst class is: 2.